From a dataset of NCI-60 drug combinations with 297,098 pairs across 59 cell lines. Regression. Given two drug SMILES strings and cell line genomic features, predict the synergy score measuring deviation from expected non-interaction effect. (1) Drug 1: C1=NC(=NC(=O)N1C2C(C(C(O2)CO)O)O)N. Drug 2: C(CN)CNCCSP(=O)(O)O. Cell line: HOP-92. Synergy scores: CSS=1.79, Synergy_ZIP=-2.71, Synergy_Bliss=-0.0227, Synergy_Loewe=-9.11, Synergy_HSA=-3.43. (2) Drug 1: CCC(=C(C1=CC=CC=C1)C2=CC=C(C=C2)OCCN(C)C)C3=CC=CC=C3.C(C(=O)O)C(CC(=O)O)(C(=O)O)O. Drug 2: COC1=NC(=NC2=C1N=CN2C3C(C(C(O3)CO)O)O)N. Cell line: SN12C. Synergy scores: CSS=2.46, Synergy_ZIP=-2.30, Synergy_Bliss=-3.93, Synergy_Loewe=-4.10, Synergy_HSA=-3.33. (3) Drug 1: CC=C1C(=O)NC(C(=O)OC2CC(=O)NC(C(=O)NC(CSSCCC=C2)C(=O)N1)C(C)C)C(C)C. Drug 2: CC(C)CN1C=NC2=C1C3=CC=CC=C3N=C2N. Cell line: HL-60(TB). Synergy scores: CSS=25.3, Synergy_ZIP=-1.16, Synergy_Bliss=-6.76, Synergy_Loewe=-46.3, Synergy_HSA=-8.44. (4) Drug 1: CC1OCC2C(O1)C(C(C(O2)OC3C4COC(=O)C4C(C5=CC6=C(C=C35)OCO6)C7=CC(=C(C(=C7)OC)O)OC)O)O. Drug 2: C1=CN(C=N1)CC(O)(P(=O)(O)O)P(=O)(O)O. Cell line: M14. Synergy scores: CSS=-2.55, Synergy_ZIP=-5.71, Synergy_Bliss=-15.4, Synergy_Loewe=-16.5, Synergy_HSA=-16.4. (5) Drug 1: C1CC(=O)NC(=O)C1N2CC3=C(C2=O)C=CC=C3N. Drug 2: CCC1(C2=C(COC1=O)C(=O)N3CC4=CC5=C(C=CC(=C5CN(C)C)O)N=C4C3=C2)O.Cl. Cell line: SW-620. Synergy scores: CSS=13.7, Synergy_ZIP=-11.3, Synergy_Bliss=-5.63, Synergy_Loewe=-37.4, Synergy_HSA=-3.76. (6) Drug 2: C1=CC(=CC=C1CC(C(=O)O)N)N(CCCl)CCCl.Cl. Synergy scores: CSS=30.0, Synergy_ZIP=-6.39, Synergy_Bliss=0.882, Synergy_Loewe=0.362, Synergy_HSA=0.548. Cell line: 786-0. Drug 1: CS(=O)(=O)C1=CC(=C(C=C1)C(=O)NC2=CC(=C(C=C2)Cl)C3=CC=CC=N3)Cl.